From a dataset of Forward reaction prediction with 1.9M reactions from USPTO patents (1976-2016). Predict the product of the given reaction. Given the reactants C(OP([CH:9]([F:15])[C:10]([O:12][CH2:13][CH3:14])=[O:11])(OCC)=O)C.[Br-].[Mg+2].[Br-].CCN(CC)CC.[Cl:26][C:27]1[C:28]([NH:35][C@@H:36]2[CH2:40][CH2:39][N:38]([C:41]([O:43][C:44]([CH3:47])([CH3:46])[CH3:45])=[O:42])[CH2:37]2)=[N:29][CH:30]=[C:31]([CH:33]=O)[CH:32]=1, predict the reaction product. The product is: [Cl:26][C:27]1[C:28]([NH:35][C@@H:36]2[CH2:40][CH2:39][N:38]([C:41]([O:43][C:44]([CH3:47])([CH3:46])[CH3:45])=[O:42])[CH2:37]2)=[N:29][CH:30]=[C:31](/[CH:33]=[C:9](\[F:15])/[C:10]([O:12][CH2:13][CH3:14])=[O:11])[CH:32]=1.